Dataset: Catalyst prediction with 721,799 reactions and 888 catalyst types from USPTO. Task: Predict which catalyst facilitates the given reaction. (1) Reactant: [F:1][C:2]1[CH:3]=[C:4]([C:8]2[CH:13]=[CH:12][C:11]([O:14]COCCOC)=[C:10]([C:21]3[CH:22]=[CH:23][C:24]([C:27]([F:30])([F:29])[F:28])=[N:25][CH:26]=3)[CH:9]=2)[CH:5]=[CH:6][CH:7]=1. Product: [F:1][C:2]1[CH:3]=[C:4]([C:8]2[CH:13]=[CH:12][C:11]([OH:14])=[C:10]([C:21]3[CH:26]=[N:25][C:24]([C:27]([F:30])([F:28])[F:29])=[CH:23][CH:22]=3)[CH:9]=2)[CH:5]=[CH:6][CH:7]=1. The catalyst class is: 240. (2) Reactant: CS(O[CH:6]1[CH2:9][N:8]([C:10]([N:12]2[CH2:18][CH2:17][CH2:16][N:15]([CH:19]3[CH2:22][CH2:21][CH2:20]3)[CH2:14][CH2:13]2)=[O:11])[CH2:7]1)(=O)=O.[N-:23]=[N+:24]=[N-:25].[Na+]. Product: [N:23]([CH:6]1[CH2:9][N:8]([C:10]([N:12]2[CH2:18][CH2:17][CH2:16][N:15]([CH:19]3[CH2:22][CH2:21][CH2:20]3)[CH2:14][CH2:13]2)=[O:11])[CH2:7]1)=[N+:24]=[N-:25]. The catalyst class is: 549. (3) Reactant: Cl[C:2]1[N:7]=[C:6]2[S:8][C:9]([C:11]([NH:13][C:14]3[CH:19]=[C:18]([NH:20][C:21](=[O:33])[C:22]4[CH:27]=[CH:26][CH:25]=[C:24]([C:28]([C:31]#[N:32])([CH3:30])[CH3:29])[CH:23]=4)[CH:17]=[CH:16][C:15]=3[CH3:34])=[O:12])=[CH:10][C:5]2=[N:4][CH:3]=1.[CH3:35][NH2:36].CO. Product: [C:31]([C:28]([C:24]1[CH:23]=[C:22]([CH:27]=[CH:26][CH:25]=1)[C:21]([NH:20][C:18]1[CH:17]=[CH:16][C:15]([CH3:34])=[C:14]([NH:13][C:11]([C:9]2[S:8][C:6]3=[N:7][C:2]([NH:36][CH3:35])=[CH:3][N:4]=[C:5]3[CH:10]=2)=[O:12])[CH:19]=1)=[O:33])([CH3:30])[CH3:29])#[N:32]. The catalyst class is: 868. (4) Reactant: [SH:1][C:2]1[O:6][C:5]([C:7]([OH:12])([CH2:10][CH3:11])[CH2:8][CH3:9])=[N:4][N:3]=1.[C:13](=O)([O-])[O-].[Cs+].[Cs+].CI.C([O-])(=O)C.[NH4+]. Product: [CH3:13][S:1][C:2]1[O:6][C:5]([C:7]([OH:12])([CH2:10][CH3:11])[CH2:8][CH3:9])=[N:4][N:3]=1. The catalyst class is: 3.